Dataset: NCI-60 drug combinations with 297,098 pairs across 59 cell lines. Task: Regression. Given two drug SMILES strings and cell line genomic features, predict the synergy score measuring deviation from expected non-interaction effect. (1) Drug 1: CC1C(C(CC(O1)OC2CC(CC3=C2C(=C4C(=C3O)C(=O)C5=C(C4=O)C(=CC=C5)OC)O)(C(=O)CO)O)N)O.Cl. Drug 2: C1CC(=O)NC(=O)C1N2CC3=C(C2=O)C=CC=C3N. Cell line: COLO 205. Synergy scores: CSS=-9.61, Synergy_ZIP=6.96, Synergy_Bliss=4.79, Synergy_Loewe=-8.69, Synergy_HSA=-8.69. (2) Drug 1: C1=CC(=CC=C1CCC2=CNC3=C2C(=O)NC(=N3)N)C(=O)NC(CCC(=O)O)C(=O)O. Drug 2: C1=CN(C(=O)N=C1N)C2C(C(C(O2)CO)O)O.Cl. Cell line: SF-539. Synergy scores: CSS=46.2, Synergy_ZIP=-4.64, Synergy_Bliss=-7.64, Synergy_Loewe=-4.87, Synergy_HSA=-2.12. (3) Drug 1: CC1C(C(CC(O1)OC2CC(CC3=C2C(=C4C(=C3O)C(=O)C5=C(C4=O)C(=CC=C5)OC)O)(C(=O)CO)O)N)O.Cl. Drug 2: CS(=O)(=O)OCCCCOS(=O)(=O)C. Cell line: UACC-257. Synergy scores: CSS=1.26, Synergy_ZIP=6.12, Synergy_Bliss=11.2, Synergy_Loewe=-0.825, Synergy_HSA=-0.353. (4) Drug 1: CNC(=O)C1=CC=CC=C1SC2=CC3=C(C=C2)C(=NN3)C=CC4=CC=CC=N4. Drug 2: C1=CN(C(=O)N=C1N)C2C(C(C(O2)CO)O)O.Cl. Cell line: T-47D. Synergy scores: CSS=5.61, Synergy_ZIP=-0.609, Synergy_Bliss=3.90, Synergy_Loewe=2.05, Synergy_HSA=3.02. (5) Drug 1: C1C(C(OC1N2C=C(C(=O)NC2=O)F)CO)O. Drug 2: C1=NC2=C(N1)C(=S)N=CN2. Cell line: HL-60(TB). Synergy scores: CSS=33.3, Synergy_ZIP=-1.09, Synergy_Bliss=11.9, Synergy_Loewe=2.67, Synergy_HSA=5.87.